From a dataset of Forward reaction prediction with 1.9M reactions from USPTO patents (1976-2016). Predict the product of the given reaction. Given the reactants [N:1]([C:4]1[CH:5]=[C:6]2[C:10](=[CH:11][CH:12]=1)[NH:9][C:8](=[O:13])[CH2:7]2)=[C:2]=S.C1(C([O-])=O)C=C(C)C=C(C)C=1.[NH2:25][N+:26]1[CH:31]=[CH:30][N:29]=[CH:28][C:27]=1[NH2:32].C(N(C(C)C)CC)(C)C.CCN=C=NCCCN(C)C.[ClH:53], predict the reaction product. The product is: [Cl:53][C:28]1[C:27]2[N:26]([N:25]=[C:2]([NH:1][C:4]3[CH:5]=[C:6]4[C:10](=[CH:11][CH:12]=3)[NH:9][C:8](=[O:13])[CH2:7]4)[N:32]=2)[CH:31]=[CH:30][N:29]=1.